Dataset: Peptide-MHC class I binding affinity with 185,985 pairs from IEDB/IMGT. Task: Regression. Given a peptide amino acid sequence and an MHC pseudo amino acid sequence, predict their binding affinity value. This is MHC class I binding data. The MHC is HLA-B57:01 with pseudo-sequence HLA-B57:01. The peptide sequence is MASVEPHWIA. The binding affinity (normalized) is 0.149.